This data is from Merck oncology drug combination screen with 23,052 pairs across 39 cell lines. The task is: Regression. Given two drug SMILES strings and cell line genomic features, predict the synergy score measuring deviation from expected non-interaction effect. (1) Drug 1: O=C(CCCCCCC(=O)Nc1ccccc1)NO. Drug 2: Cn1c(=O)n(-c2ccc(C(C)(C)C#N)cc2)c2c3cc(-c4cnc5ccccc5c4)ccc3ncc21. Cell line: NCIH2122. Synergy scores: synergy=25.4. (2) Drug 1: CN(Cc1cnc2nc(N)nc(N)c2n1)c1ccc(C(=O)NC(CCC(=O)O)C(=O)O)cc1. Drug 2: CS(=O)(=O)CCNCc1ccc(-c2ccc3ncnc(Nc4ccc(OCc5cccc(F)c5)c(Cl)c4)c3c2)o1. Cell line: UWB1289BRCA1. Synergy scores: synergy=-10.9.